From a dataset of Forward reaction prediction with 1.9M reactions from USPTO patents (1976-2016). Predict the product of the given reaction. (1) Given the reactants C([O:8][C:9]1[CH:10]=[C:11]2[C:16](=[CH:17][CH:18]=1)[C:15]([C:19]([O:21][CH3:22])=[O:20])=[CH:14][CH:13]=[C:12]2[N:23](CC1C=CC=CC=1)CC1C=CC=CC=1)C1C=CC=CC=1, predict the reaction product. The product is: [NH2:23][C:12]1[C:11]2[C:16](=[CH:17][CH:18]=[C:9]([OH:8])[CH:10]=2)[C:15]([C:19]([O:21][CH3:22])=[O:20])=[CH:14][CH:13]=1. (2) Given the reactants Cl[C:2]1[N:10]=[C:9]2[C:5]([N:6]=[C:7]([CH2:12][N:13]3[CH2:18][CH:17]([CH3:19])[O:16][CH:15]([CH3:20])[CH2:14]3)[N:8]2[CH3:11])=[C:4]([N:21]2[CH2:26][CH2:25][O:24][CH2:23][CH2:22]2)[N:3]=1.[C:27]1([NH2:34])[C:28]([NH2:33])=[CH:29][CH:30]=[CH:31][CH:32]=1.[C:35](O)(=O)[CH3:36], predict the reaction product. The product is: [CH3:20][CH:15]1[O:16][CH:17]([CH3:19])[CH2:18][N:13]([CH2:12][C:7]2[N:8]([CH3:11])[C:9]3[C:5]([N:6]=2)=[C:4]([N:21]2[CH2:26][CH2:25][O:24][CH2:23][CH2:22]2)[N:3]=[C:2]([N:33]2[C:28]4[CH:29]=[CH:30][CH:31]=[CH:32][C:27]=4[N:34]=[C:35]2[CH3:36])[N:10]=3)[CH2:14]1.